Dataset: Reaction yield outcomes from USPTO patents with 853,638 reactions. Task: Predict the reaction yield, written as a fraction of the theoretical maximum amount of product (1.0 means a 100% yield; for example, 0.34 means a 34% yield). The reactants are [F:1][C:2]1[CH:3]=[C:4]([CH:22]=[C:23]([F:25])[CH:24]=1)[CH2:5][C:6]1[CH:7]=[C:8]2[C:12](=[CH:13][CH:14]=1)[NH:11][N:10]=[C:9]2[NH:15][C:16](=[O:21])[C:17]([F:20])([F:19])[F:18].[C:26](Cl)([C:39]1[CH:44]=[CH:43][CH:42]=[CH:41][CH:40]=1)([C:33]1[CH:38]=[CH:37][CH:36]=[CH:35][CH:34]=1)[C:27]1[CH:32]=[CH:31][CH:30]=[CH:29][CH:28]=1.N12CCCN=C1CCCCC2. The catalyst is ClCCl. The product is [F:1][C:2]1[CH:3]=[C:4]([CH:22]=[C:23]([F:25])[CH:24]=1)[CH2:5][C:6]1[CH:7]=[C:8]2[C:12](=[CH:13][CH:14]=1)[N:11]([C:26]([C:27]1[CH:32]=[CH:31][CH:30]=[CH:29][CH:28]=1)([C:39]1[CH:40]=[CH:41][CH:42]=[CH:43][CH:44]=1)[C:33]1[CH:34]=[CH:35][CH:36]=[CH:37][CH:38]=1)[N:10]=[C:9]2[NH:15][C:16](=[O:21])[C:17]([F:20])([F:19])[F:18]. The yield is 0.400.